This data is from Cav3 T-type calcium channel HTS with 100,875 compounds. The task is: Binary Classification. Given a drug SMILES string, predict its activity (active/inactive) in a high-throughput screening assay against a specified biological target. The molecule is O1CCN(CCn2c3c4c(oc(=O)c3nc2)cccc4)CC1. The result is 0 (inactive).